From a dataset of Reaction yield outcomes from USPTO patents with 853,638 reactions. Predict the reaction yield, written as a fraction of the theoretical maximum amount of product (1.0 means a 100% yield; for example, 0.34 means a 34% yield). (1) The reactants are Cl.O.[NH:3]1[CH2:8][CH2:7][C:6](=O)[CH2:5][CH2:4]1.Cl. The catalyst is CCO. The product is [CH:5]1[C:4]2[C:7]3[CH2:8][NH:3][CH2:4][CH2:5][C:6]=3[N:3]3[C:8]=2[C:7]([CH2:6][CH2:5][CH2:4]3)=[CH:7][CH:6]=1. The yield is 0.850. (2) The reactants are Br[C:2]1[CH:7]=[CH:6][C:5]([C:8]2([CH2:12][CH3:13])[CH2:11][CH2:10][CH2:9]2)=[CH:4][CH:3]=1.BrC1C=CC(C2(CCCC)CC2)=CC=1.C([Li])CCC.CCCCCC.CN(C)[CH:41]=[O:42]. No catalyst specified. The product is [CH2:12]([C:8]1([C:5]2[CH:6]=[CH:7][C:2]([CH:41]=[O:42])=[CH:3][CH:4]=2)[CH2:11][CH2:10][CH2:9]1)[CH3:13]. The yield is 0.280.